Dataset: Full USPTO retrosynthesis dataset with 1.9M reactions from patents (1976-2016). Task: Predict the reactants needed to synthesize the given product. (1) Given the product [N:1]1[C:10]2[NH:9][CH2:8][CH2:7][CH2:6][C:5]=2[CH:4]=[CH:3][C:2]=1[CH2:11][CH2:12][CH2:13][CH2:14][CH:15]([OH:28])/[CH:16]=[CH:17]/[C:18]1[CH:19]=[N:20][C:21]([C:24]([F:27])([F:25])[F:26])=[N:22][CH:23]=1, predict the reactants needed to synthesize it. The reactants are: [N:1]1[C:10]2[NH:9][CH2:8][CH2:7][CH2:6][C:5]=2[CH:4]=[CH:3][C:2]=1[CH2:11][CH2:12][CH2:13][CH2:14][C:15](=[O:28])/[CH:16]=[CH:17]/[C:18]1[CH:19]=[N:20][C:21]([C:24]([F:27])([F:26])[F:25])=[N:22][CH:23]=1.[H-].[H-].[H-].[H-].[Li+].[Al+3].O.[OH-].[Na+]. (2) Given the product [N+:12]([C:11]1[C:2]([NH2:15])=[N:3][C:4]2[CH2:5][CH2:6][CH2:7][CH2:8][C:9]=2[CH:10]=1)([O-:14])=[O:13], predict the reactants needed to synthesize it. The reactants are: Cl[C:2]1[C:11]([N+:12]([O-:14])=[O:13])=[CH:10][C:9]2[CH2:8][CH2:7][CH2:6][CH2:5][C:4]=2[N:3]=1.[NH3:15].CO. (3) Given the product [CH3:12][N:13]([CH3:15])[CH:14]=[CH:5][C:4](=[O:6])[C:3]([O:8][CH3:9])([O:2][CH3:1])[CH3:7], predict the reactants needed to synthesize it. The reactants are: [CH3:1][O:2][C:3]([O:8][CH3:9])([CH3:7])[C:4](=[O:6])[CH3:5].CO[CH:12](OC)[N:13]([CH3:15])[CH3:14].[Na].Cl.NC(N)=N. (4) Given the product [Br:1][C:2]1[CH:3]=[C:4]2[C:9](=[CH:10][CH:11]=1)[N:8]=[C:7]([NH:12][C:13]([CH3:15])([CH3:14])[CH3:16])[C:6](/[CH:17]=[C:18](\[CH3:22])/[C:19]([NH:31][CH:29]1[CH2:28][CH2:27][O:26][C:25]([CH3:32])([CH3:24])[CH2:30]1)=[O:20])=[CH:5]2, predict the reactants needed to synthesize it. The reactants are: [Br:1][C:2]1[CH:3]=[C:4]2[C:9](=[CH:10][CH:11]=1)[N:8]=[C:7]([NH:12][C:13]([CH3:16])([CH3:15])[CH3:14])[C:6](/[CH:17]=[C:18](\[CH3:22])/[C:19](O)=[O:20])=[CH:5]2.[Cl-].[CH3:24][C:25]1([CH3:32])[CH2:30][CH:29]([NH3+:31])[CH2:28][CH2:27][O:26]1.CN(C(ON1N=NC2C=CC=NC1=2)=[N+](C)C)C.F[P-](F)(F)(F)(F)F.CCN(C(C)C)C(C)C. (5) Given the product [CH3:21][C:20]([CH3:23])([CH3:22])[CH2:19][C:18]1[N:26]=[N:27][C:2]2[CH:1]3[CH2:8][CH2:7][CH:4]([C:3]=2[CH:17]=1)[CH2:5][CH2:6]3, predict the reactants needed to synthesize it. The reactants are: [CH:1]12[CH2:8][CH2:7][CH:4]([CH2:5][CH2:6]1)[C:3](=O)[C:2]2=O.COP([CH2:17][C:18](=O)[CH2:19][C:20]([CH3:23])([CH3:22])[CH3:21])(=O)OC.O.[NH2:26][NH2:27]. (6) The reactants are: [F:1][C:2]1[CH:3]=[CH:4][C:5](B(O)O)=[C:6]2[C:10]=1[C@H:9]([O:11][C:12]1[CH:25]=[CH:24][C:15]3[C@H:16]([CH2:19][C:20]([O:22][CH3:23])=[O:21])[CH2:17][O:18][C:14]=3[CH:13]=1)[CH2:8][CH2:7]2.[OH:29][C:30]1[CH:35]=[CH:34][C:33]([CH2:36][CH2:37][C:38]#[N:39])=[CH:32][CH:31]=1. Given the product [CH3:23][O:22][C:20](=[O:21])[CH2:19][C@H:16]1[C:15]2[CH:24]=[CH:25][C:12]([O:11][C@H:9]3[C:10]4[C:6](=[C:5]([O:29][C:30]5[CH:31]=[CH:32][C:33]([CH2:36][CH2:37][C:38]#[N:39])=[CH:34][CH:35]=5)[CH:4]=[CH:3][C:2]=4[F:1])[CH2:7][CH2:8]3)=[CH:13][C:14]=2[O:18][CH2:17]1, predict the reactants needed to synthesize it.